This data is from Catalyst prediction with 721,799 reactions and 888 catalyst types from USPTO. The task is: Predict which catalyst facilitates the given reaction. (1) Reactant: [CH:1]1([CH2:4][N:5]2[C:13]([N:14]3[CH2:19][CH2:18][N:17]([S:20]([CH3:23])(=[O:22])=[O:21])[CH2:16][CH2:15]3)=[N:12][C:11]3[C:6]2=[N:7][C:8]([C:30]2[CH:31]=[N:32][C:33]([NH2:36])=[N:34][CH:35]=2)=[N:9][C:10]=3[N:24]2[CH2:29][CH2:28][O:27][CH2:26][CH2:25]2)[CH2:3][CH2:2]1.[CH3:37][S:38]([OH:41])(=[O:40])=[O:39]. Product: [CH3:37][S:38]([OH:41])(=[O:40])=[O:39].[CH:1]1([CH2:4][N:5]2[C:13]([N:14]3[CH2:19][CH2:18][N:17]([S:20]([CH3:23])(=[O:21])=[O:22])[CH2:16][CH2:15]3)=[N:12][C:11]3[C:6]2=[N:7][C:8]([C:30]2[CH:31]=[N:32][C:33]([NH2:36])=[N:34][CH:35]=2)=[N:9][C:10]=3[N:24]2[CH2:29][CH2:28][O:27][CH2:26][CH2:25]2)[CH2:3][CH2:2]1. The catalyst class is: 98. (2) Reactant: [NH2:1][C:2]1[C:10]([Cl:11])=[CH:9][C:5]([C:6]([NH2:8])=O)=[C:4]([O:12][CH3:13])[CH:3]=1.O=P(Cl)(Cl)Cl. Product: [NH2:1][C:2]1[C:10]([Cl:11])=[CH:9][C:5]([C:6]#[N:8])=[C:4]([O:12][CH3:13])[CH:3]=1. The catalyst class is: 10. (3) Reactant: [NH:1]1[C:9]2[C:4](=[CH:5][C:6]([CH:10]=[O:11])=[CH:7][CH:8]=2)[CH:3]=[N:2]1.[Br:12]N1C(=O)CCC1=O. Product: [Br:12][C:3]1[C:4]2[C:9](=[CH:8][CH:7]=[C:6]([CH:10]=[O:11])[CH:5]=2)[NH:1][N:2]=1. The catalyst class is: 10. (4) Reactant: [Cl:1][C:2]1[C:3]([C:27]2[S:31][C:30]([C:32]3([O:36][CH2:37][O:38][CH3:39])[CH2:35][CH2:34][CH2:33]3)=[N:29][CH:28]=2)=[C:4]2[CH:10]=[C:9]([C:11]3[CH:12]=[N:13][N:14]([CH3:16])[CH:15]=3)[N:8](S(C3C=CC(C)=CC=3)(=O)=O)[C:5]2=[N:6][CH:7]=1.[OH-].[Na+].Cl. Product: [Cl:1][C:2]1[C:3]([C:27]2[S:31][C:30]([C:32]3([O:36][CH2:37][O:38][CH3:39])[CH2:35][CH2:34][CH2:33]3)=[N:29][CH:28]=2)=[C:4]2[CH:10]=[C:9]([C:11]3[CH:12]=[N:13][N:14]([CH3:16])[CH:15]=3)[NH:8][C:5]2=[N:6][CH:7]=1. The catalyst class is: 5. (5) Reactant: [CH2:1]([C:5]1[CH:6]=[C:7]2[C:11](=[CH:12][CH:13]=1)[C:10](=[N:14]O)[CH2:9][CH2:8]2)[CH2:2][CH2:3][CH3:4]. Product: [CH2:1]([C:5]1[CH:6]=[C:7]2[C:11](=[CH:12][CH:13]=1)[CH:10]([NH2:14])[CH2:9][CH2:8]2)[CH2:2][CH2:3][CH3:4]. The catalyst class is: 285. (6) Reactant: [Cl:1][C:2]1[CH:7]=[CH:6][C:5]([O:8][CH:9]([CH3:11])[CH3:10])=[CH:4][C:3]=1[C:12]1[N:13]=[CH:14][C:15]([NH2:18])=[N:16][CH:17]=1.[CH3:19][C:20]1[C:25]([C:26](O)=[O:27])=[CH:24][N:23]=[CH:22][CH:21]=1.CCCP(=O)=O. Product: [Cl:1][C:2]1[CH:7]=[CH:6][C:5]([O:8][CH:9]([CH3:11])[CH3:10])=[CH:4][C:3]=1[C:12]1[N:13]=[CH:14][C:15]([NH:18][C:26](=[O:27])[C:25]2[C:20]([CH3:19])=[CH:21][CH:22]=[N:23][CH:24]=2)=[N:16][CH:17]=1. The catalyst class is: 25. (7) Reactant: [N+:1]([O-:4])(O)=[O:2].[CH2:5]1[O:26][CH2:25][CH2:24][O:23][CH2:22][CH2:21][O:20][C:19]2[C:14](=[CH:15][CH:16]=[CH:17][CH:18]=2)[O:13][CH2:12][CH2:11][O:10][CH2:9][CH2:8][O:7][CH2:6]1. Product: [CH2:5]1[O:26][CH2:25][CH2:24][O:23][CH2:22][CH2:21][O:20][C:19]2[CH:18]=[CH:17][C:16]([N+:1]([O-:4])=[O:2])=[CH:15][C:14]=2[O:13][CH2:12][CH2:11][O:10][CH2:9][CH2:8][O:7][CH2:6]1. The catalyst class is: 4. (8) Reactant: [C:1]([C:4]1[CH:9]=[N:8][NH:7][C:6](=[O:10])[C:5]=1[C:11]1[CH:16]=[CH:15][CH:14]=[CH:13][CH:12]=1)(=[O:3])[CH3:2].[C:17](=O)([O-])[O-].[K+].[K+].IC. Product: [C:1]([C:4]1[CH:9]=[N:8][N:7]([CH3:17])[C:6](=[O:10])[C:5]=1[C:11]1[CH:16]=[CH:15][CH:14]=[CH:13][CH:12]=1)(=[O:3])[CH3:2]. The catalyst class is: 3. (9) Reactant: [Br:1][C:2]1[CH:3]=[C:4]([C:11]2[S:12][C:13]3[C:19](=[O:20])[CH2:18][O:17][CH2:16][C:14]=3[N:15]=2)[CH:5]=[CH:6][C:7]=1[N:8]([CH3:10])[CH3:9].[BH4-].[Na+]. Product: [Br:1][C:2]1[CH:3]=[C:4]([C:11]2[S:12][C:13]3[CH:19]([OH:20])[CH2:18][O:17][CH2:16][C:14]=3[N:15]=2)[CH:5]=[CH:6][C:7]=1[N:8]([CH3:10])[CH3:9]. The catalyst class is: 219. (10) Reactant: [NH2:1][OH:2].Cl.C([O-])(O)=O.[Na+].[Cl:9][C:10]1[CH:11]=[C:12]([C:16]2[C:17]3[N:26]([CH2:27][C@H:28]4[CH2:33][CH2:32][C@H:31]([CH3:34])[CH2:30][CH2:29]4)[C:25]([CH:35]([F:43])[C:36]4[CH:41]=[CH:40][CH:39]=[CH:38][C:37]=4[F:42])=[CH:24][C:18]=3[N:19]=[C:20]([C:22]#[N:23])[N:21]=2)[CH:13]=[N:14][CH:15]=1. Product: [Cl:9][C:10]1[CH:11]=[C:12]([C:16]2[C:17]3[N:26]([CH2:27][C@H:28]4[CH2:29][CH2:30][C@H:31]([CH3:34])[CH2:32][CH2:33]4)[C:25]([CH:35]([F:43])[C:36]4[CH:41]=[CH:40][CH:39]=[CH:38][C:37]=4[F:42])=[CH:24][C:18]=3[N:19]=[C:20]([C:22](=[N:1][OH:2])[NH2:23])[N:21]=2)[CH:13]=[N:14][CH:15]=1. The catalyst class is: 315.